The task is: Predict which catalyst facilitates the given reaction.. This data is from Catalyst prediction with 721,799 reactions and 888 catalyst types from USPTO. (1) Reactant: [O:1]1[CH:5]=[CH:4][CH2:3][CH2:2]1.O=[O+][O-].[NH2:9][CH2:10][C:11]([F:38])([F:37])[CH2:12][NH:13][C:14](=[O:36])[C:15]1[CH:20]=[CH:19][C:18]([F:21])=[C:17]([NH:22][CH2:23][C:24]2[S:28][C:27]([NH:29][C:30]3[CH:35]=[CH:34][CH:33]=[CH:32][N:31]=3)=[N:26][CH:25]=2)[CH:16]=1.[BH-](OC(C)=O)(OC(C)=O)OC(C)=O.[Na+]. Product: [F:38][C:11]([F:37])([CH2:10][N:9]1[CH2:4][CH2:5][O:1][CH2:2][CH2:3]1)[CH2:12][NH:13][C:14](=[O:36])[C:15]1[CH:20]=[CH:19][C:18]([F:21])=[C:17]([NH:22][CH2:23][C:24]2[S:28][C:27]([NH:29][C:30]3[CH:35]=[CH:34][CH:33]=[CH:32][N:31]=3)=[N:26][CH:25]=2)[CH:16]=1. The catalyst class is: 100. (2) Reactant: C([O:5][C:6](=[O:52])[CH2:7][CH:8]1[CH2:13][CH:12]([CH2:14][CH2:15][N:16]2[CH:20]([CH:21]([CH3:23])[CH3:22])[CH:19]([C:24](=[O:32])[NH:25][C:26]3[CH:31]=[CH:30][CH:29]=[CH:28][CH:27]=3)[CH:18]([C:33]3[CH:38]=[CH:37][CH:36]=[CH:35][CH:34]=3)[CH:17]2[C:39]2[CH:44]=[CH:43][C:42]([F:45])=[CH:41][CH:40]=2)[O:11]B(C2C=CC=CC=2)[O:9]1)(C)(C)C.O.[O-2].[Ca+2:55]. Product: [CH3:23][CH:21]([C:20]1[N:16]([CH2:15][CH2:14][C@@H:12]([OH:11])[CH2:13][C@@H:8]([OH:9])[CH2:7][C:6]([O-:52])=[O:5])[C:17]([C:39]2[CH:40]=[CH:41][C:42]([F:45])=[CH:43][CH:44]=2)=[C:18]([C:33]2[CH:34]=[CH:35][CH:36]=[CH:37][CH:38]=2)[C:19]=1[C:24]([NH:25][C:26]1[CH:27]=[CH:28][CH:29]=[CH:30][CH:31]=1)=[O:32])[CH3:22].[CH3:23][CH:21]([C:20]1[N:16]([CH2:15][CH2:14][C@@H:12]([OH:11])[CH2:13][C@@H:8]([OH:9])[CH2:7][C:6]([O-:52])=[O:5])[C:17]([C:39]2[CH:40]=[CH:41][C:42]([F:45])=[CH:43][CH:44]=2)=[C:18]([C:33]2[CH:34]=[CH:35][CH:36]=[CH:37][CH:38]=2)[C:19]=1[C:24]([NH:25][C:26]1[CH:27]=[CH:28][CH:29]=[CH:30][CH:31]=1)=[O:32])[CH3:22].[Ca+2:55]. The catalyst class is: 1. (3) The catalyst class is: 5. Product: [CH2:1]([O:8][C:9]([N:11]1[CH2:22][CH2:21][N:20]([C:23]([O:25][CH2:26][C:27]2[CH:32]=[CH:31][CH:30]=[CH:29][CH:28]=2)=[O:24])[CH2:19][CH2:18][N:17]([C:33]([O:35][CH2:36][C:37]2[CH:42]=[CH:41][CH:40]=[CH:39][CH:38]=2)=[O:34])[CH2:16][CH2:15][N:14]([CH2:43][C:44]([NH:46][CH2:47][C:48]([OH:50])=[O:49])=[O:45])[CH2:13][CH2:12]1)=[O:10])[C:2]1[CH:3]=[CH:4][CH:5]=[CH:6][CH:7]=1. Reactant: [CH2:1]([O:8][C:9]([N:11]1[CH2:22][CH2:21][N:20]([C:23]([O:25][CH2:26][C:27]2[CH:32]=[CH:31][CH:30]=[CH:29][CH:28]=2)=[O:24])[CH2:19][CH2:18][N:17]([C:33]([O:35][CH2:36][C:37]2[CH:42]=[CH:41][CH:40]=[CH:39][CH:38]=2)=[O:34])[CH2:16][CH2:15][N:14]([CH2:43][C:44]([NH:46][CH2:47][C:48]([O:50]CC)=[O:49])=[O:45])[CH2:13][CH2:12]1)=[O:10])[C:2]1[CH:7]=[CH:6][CH:5]=[CH:4][CH:3]=1.[OH-].[Na+]. (4) Reactant: [CH2:1]([O:9][C:10]1[CH:15]=[CH:14][C:13]([C:16]#[C:17]C(C)(O)C)=[CH:12][CH:11]=1)[CH2:2][CH2:3][CH2:4][CH2:5][CH2:6][CH2:7][CH3:8].[OH-].[Na+]. Product: [C:16]([C:13]1[CH:14]=[CH:15][C:10]([O:9][CH2:1][CH2:2][CH2:3][CH2:4][CH2:5][CH2:6][CH2:7][CH3:8])=[CH:11][CH:12]=1)#[CH:17]. The catalyst class is: 11. (5) Reactant: [C:1]([O:5][C:6]([N:8]([CH2:20][C:21]1[CH:36]=[CH:35][C:24]([C:25]([O:27]CC2C=CC=CC=2)=[O:26])=[CH:23][CH:22]=1)[CH2:9][C:10]1[CH:15]=[CH:14][C:13]([C:16]([F:19])([F:18])[F:17])=[CH:12][CH:11]=1)=[O:7])([CH3:4])([CH3:3])[CH3:2]. Product: [C:1]([O:5][C:6]([N:8]([CH2:20][C:21]1[CH:22]=[CH:23][C:24]([C:25]([OH:27])=[O:26])=[CH:35][CH:36]=1)[CH2:9][C:10]1[CH:15]=[CH:14][C:13]([C:16]([F:19])([F:18])[F:17])=[CH:12][CH:11]=1)=[O:7])([CH3:4])([CH3:2])[CH3:3]. The catalyst class is: 14. (6) Reactant: C([O:8][C:9]1[N:14]=[C:13]([NH:15][CH2:16][C:17]2([O:23][CH3:24])[CH2:22][CH2:21][O:20][CH2:19][CH2:18]2)[C:12]([F:25])=[CH:11][CH:10]=1)C1C=CC=CC=1.C([O-])=O.[NH4+]. Product: [F:25][C:12]1[CH:11]=[CH:10][C:9]([OH:8])=[N:14][C:13]=1[NH:15][CH2:16][C:17]1([O:23][CH3:24])[CH2:18][CH2:19][O:20][CH2:21][CH2:22]1. The catalyst class is: 19.